From a dataset of Full USPTO retrosynthesis dataset with 1.9M reactions from patents (1976-2016). Predict the reactants needed to synthesize the given product. (1) Given the product [CH2:30]([O:15][CH:10]([C:6]1[N:2]([CH3:1])[N:3]=[CH:4][C:5]=1[N+:7]([O-:9])=[O:8])[CH2:11][CH2:12][CH:13]=[CH2:14])[CH:29]=[CH2:28], predict the reactants needed to synthesize it. The reactants are: [CH3:1][N:2]1[CH:6]=[C:5]([N+:7]([O-:9])=[O:8])[CH:4]=[N:3]1.[CH:10](=[O:15])[CH2:11][CH2:12][CH:13]=[CH2:14].[Li+].C[Si]([N-][Si](C)(C)C)(C)C.C(=O)(OCC=C)O[CH2:28][CH:29]=[CH2:30].C1(P(C2C=CC=CC=2)C2C=CC=CC=2)C=CC=CC=1. (2) Given the product [CH3:1][O:2][C:3]1[CH:4]=[C:5]([CH:30]=[CH:31][C:32]=1[O:33][CH3:34])[CH2:6][NH:7][C:8]1[N:13]2[N:14]=[C:15]([C:17]3[O:18][CH:19]=[CH:20][CH:21]=3)[N:16]=[C:12]2[CH:11]=[C:10]([C:22]2[CH:27]=[CH:26][C:25]([C:28]([OH:35])=[O:29])=[CH:24][CH:23]=2)[N:9]=1, predict the reactants needed to synthesize it. The reactants are: [CH3:1][O:2][C:3]1[CH:4]=[C:5]([CH:30]=[CH:31][C:32]=1[O:33][CH3:34])[CH2:6][NH:7][C:8]1[N:13]2[N:14]=[C:15]([C:17]3[O:18][CH:19]=[CH:20][CH:21]=3)[N:16]=[C:12]2[CH:11]=[C:10]([C:22]2[CH:27]=[CH:26][C:25]([CH:28]=[O:29])=[CH:24][CH:23]=2)[N:9]=1.[OH2:35].[OH-].[Na+].Cl.